From a dataset of Reaction yield outcomes from USPTO patents with 853,638 reactions. Predict the reaction yield, written as a fraction of the theoretical maximum amount of product (1.0 means a 100% yield; for example, 0.34 means a 34% yield). (1) The reactants are [N+:1]([C:4]1[CH:5]=[C:6]([C:12]([F:15])([F:14])[F:13])[C:7]([C:10]#[N:11])=[N:8][CH:9]=1)([O-])=O. The catalyst is C(O)(=O)C.[Fe]. The product is [NH2:1][C:4]1[CH:5]=[C:6]([C:12]([F:15])([F:13])[F:14])[C:7]([C:10]#[N:11])=[N:8][CH:9]=1. The yield is 0.910. (2) The reactants are [Br:1][C:2]1[C:3]([C:9]#[N:10])=[N:4][CH:5]=[C:6](Br)[CH:7]=1.[Cl-].[F:12][C:13]1[CH:20]=[CH:19][C:16]([CH2:17][Zn+])=[CH:15][CH:14]=1. The catalyst is O1CCCC1.O.C(OCC)(=O)C.Cl.C1(P(C2C=CC=CC=2)C2C=CC=CC=2)C=CC=CC=1.C1(P(C2C=CC=CC=2)C2C=CC=CC=2)C=CC=CC=1.C1(P(C2C=CC=CC=2)C2C=CC=CC=2)C=CC=CC=1.C1(P(C2C=CC=CC=2)C2C=CC=CC=2)C=CC=CC=1.[Pd]. The product is [Br:1][C:2]1[C:3]([C:9]#[N:10])=[N:4][CH:5]=[C:6]([CH2:17][C:16]2[CH:19]=[CH:20][C:13]([F:12])=[CH:14][CH:15]=2)[CH:7]=1. The yield is 0.570. (3) The reactants are Cl[C:2]1[CH:7]=[C:6]([NH:8][C:9]2[CH:18]=[CH:17][CH:16]=[CH:15][C:10]=2[C:11]([NH:13][CH3:14])=[O:12])[C:5]([CH:19]2[CH2:21][CH2:20]2)=[CH:4][N:3]=1.[CH2:22]([N:24]1[C:28]([NH2:29])=[CH:27][C:26]([CH3:30])=[N:25]1)[CH3:23].C([O-])([O-])=O.[Cs+].[Cs+].CC1(C)C2C(=C(P(C3C=CC=CC=3)C3C=CC=CC=3)C=CC=2)OC2C(P(C3C=CC=CC=3)C3C=CC=CC=3)=CC=CC1=2. The catalyst is C1C=CC(/C=C/C(/C=C/C2C=CC=CC=2)=O)=CC=1.C1C=CC(/C=C/C(/C=C/C2C=CC=CC=2)=O)=CC=1.C1C=CC(/C=C/C(/C=C/C2C=CC=CC=2)=O)=CC=1.[Pd].[Pd].O1CCOCC1. The product is [CH:19]1([C:5]2[C:6]([NH:8][C:9]3[CH:18]=[CH:17][CH:16]=[CH:15][C:10]=3[C:11]([NH:13][CH3:14])=[O:12])=[CH:7][C:2]([NH:29][C:28]3[N:24]([CH2:22][CH3:23])[N:25]=[C:26]([CH3:30])[CH:27]=3)=[N:3][CH:4]=2)[CH2:21][CH2:20]1. The yield is 0.200. (4) The reactants are O=P(Cl)(Cl)[Cl:3].[N+:6]([C:9]1[C:10](O)=[C:11]2[S:17][CH:16]=[CH:15][C:12]2=[N:13][CH:14]=1)([O-:8])=[O:7]. No catalyst specified. The product is [Cl:3][C:10]1[C:9]([N+:6]([O-:8])=[O:7])=[CH:14][N:13]=[C:12]2[CH:15]=[CH:16][S:17][C:11]=12. The yield is 0.820. (5) The reactants are O.C([N:9]1[CH2:14][CH2:13][C@@H:12]([CH3:15])[C@@H:11]([N:16]([CH3:26])[C:17]2[C:18]3[O:25][CH:24]=[CH:23][C:19]=3[N:20]=[CH:21][N:22]=2)[CH2:10]1)C1C=CC=CC=1.Cl. The catalyst is C(O)C.CO.[OH-].[Pd+2].[OH-]. The product is [CH3:26][N:16]([C@@H:11]1[C@H:12]([CH3:15])[CH2:13][CH2:14][NH:9][CH2:10]1)[C:17]1[C:18]2[O:25][CH2:24][CH2:23][C:19]=2[N:20]=[CH:21][N:22]=1. The yield is 0.812. (6) The reactants are C([O:3][CH:4]1[C@@H:9]([CH3:10])[CH2:8][CH2:7][CH2:6][C:5]1([CH3:12])[CH3:11])=O.[K].C1C=C(OCC2C=CC(Cl)=CC=2)C=C(/C=C2\C(N(CCC(O)=O)C(S\2)=S)=O)C=1. The catalyst is CO.O. The product is [CH3:11][C:5]1([CH3:12])[CH2:6][CH2:7][CH2:8][C@H:9]([CH3:10])[C@H:4]1[OH:3]. The yield is 0.950. (7) The reactants are [AlH4-].[Li+].[NH2:3][C:4]1([C:10](O)=[O:11])[CH2:9][CH2:8][CH2:7][CH2:6][CH2:5]1.C(=O)([O-])[O-].[Na+].[Na+].C(=O)([O-])[O-]. The catalyst is O1CCCC1.C(Cl)Cl. The product is [NH2:3][C:4]1([CH2:10][OH:11])[CH2:9][CH2:8][CH2:7][CH2:6][CH2:5]1. The yield is 0.990.